From a dataset of NCI-60 drug combinations with 297,098 pairs across 59 cell lines. Regression. Given two drug SMILES strings and cell line genomic features, predict the synergy score measuring deviation from expected non-interaction effect. (1) Drug 1: CCC(=C(C1=CC=CC=C1)C2=CC=C(C=C2)OCCN(C)C)C3=CC=CC=C3.C(C(=O)O)C(CC(=O)O)(C(=O)O)O. Drug 2: CC(C)NC(=O)C1=CC=C(C=C1)CNNC.Cl. Cell line: HCT116. Synergy scores: CSS=-1.56, Synergy_ZIP=2.59, Synergy_Bliss=2.11, Synergy_Loewe=-0.147, Synergy_HSA=-2.32. (2) Drug 1: C1CC(C1)(C(=O)O)C(=O)O.[NH2-].[NH2-].[Pt+2]. Drug 2: CCN(CC)CCCC(C)NC1=C2C=C(C=CC2=NC3=C1C=CC(=C3)Cl)OC. Cell line: SNB-19. Synergy scores: CSS=20.0, Synergy_ZIP=-5.54, Synergy_Bliss=-0.0335, Synergy_Loewe=-2.67, Synergy_HSA=0.744. (3) Drug 1: C1CCN(CC1)CCOC2=CC=C(C=C2)C(=O)C3=C(SC4=C3C=CC(=C4)O)C5=CC=C(C=C5)O. Drug 2: CC1=C2C(C(=O)C3(C(CC4C(C3C(C(C2(C)C)(CC1OC(=O)C(C(C5=CC=CC=C5)NC(=O)OC(C)(C)C)O)O)OC(=O)C6=CC=CC=C6)(CO4)OC(=O)C)O)C)O. Cell line: SK-MEL-5. Synergy scores: CSS=25.7, Synergy_ZIP=2.52, Synergy_Bliss=-1.64, Synergy_Loewe=-36.3, Synergy_HSA=-6.48. (4) Drug 1: CCC1(C2=C(COC1=O)C(=O)N3CC4=CC5=C(C=CC(=C5CN(C)C)O)N=C4C3=C2)O.Cl. Drug 2: CC1C(C(CC(O1)OC2CC(CC3=C2C(=C4C(=C3O)C(=O)C5=C(C4=O)C(=CC=C5)OC)O)(C(=O)CO)O)N)O.Cl. Cell line: HCT-15. Synergy scores: CSS=28.8, Synergy_ZIP=-8.42, Synergy_Bliss=-10.9, Synergy_Loewe=-8.39, Synergy_HSA=-7.50. (5) Drug 1: C1=NNC2=C1C(=O)NC=N2. Drug 2: CC1C(C(CC(O1)OC2CC(CC3=C2C(=C4C(=C3O)C(=O)C5=CC=CC=C5C4=O)O)(C(=O)C)O)N)O. Cell line: A549. Synergy scores: CSS=55.9, Synergy_ZIP=0.136, Synergy_Bliss=0.332, Synergy_Loewe=-44.5, Synergy_HSA=1.06. (6) Drug 1: CC1=C(C(CCC1)(C)C)C=CC(=CC=CC(=CC(=O)O)C)C. Drug 2: C#CCC(CC1=CN=C2C(=N1)C(=NC(=N2)N)N)C3=CC=C(C=C3)C(=O)NC(CCC(=O)O)C(=O)O. Cell line: UACC-257. Synergy scores: CSS=67.4, Synergy_ZIP=4.54, Synergy_Bliss=0.794, Synergy_Loewe=-8.22, Synergy_HSA=0.0199. (7) Drug 1: CC(C1=C(C=CC(=C1Cl)F)Cl)OC2=C(N=CC(=C2)C3=CN(N=C3)C4CCNCC4)N. Drug 2: CN(CCCl)CCCl.Cl. Cell line: KM12. Synergy scores: CSS=46.9, Synergy_ZIP=-1.98, Synergy_Bliss=-1.04, Synergy_Loewe=0.647, Synergy_HSA=2.03.